From a dataset of NCI-60 drug combinations with 297,098 pairs across 59 cell lines. Regression. Given two drug SMILES strings and cell line genomic features, predict the synergy score measuring deviation from expected non-interaction effect. Drug 1: C1=C(C(=O)NC(=O)N1)F. Drug 2: C1CCC(C(C1)N)N.C(=O)(C(=O)[O-])[O-].[Pt+4]. Cell line: SK-OV-3. Synergy scores: CSS=20.2, Synergy_ZIP=2.66, Synergy_Bliss=1.78, Synergy_Loewe=4.10, Synergy_HSA=4.57.